Dataset: Catalyst prediction with 721,799 reactions and 888 catalyst types from USPTO. Task: Predict which catalyst facilitates the given reaction. (1) Reactant: [CH3:1][O:2][CH2:3][CH2:4][CH2:5][CH2:6][CH2:7][CH2:8][CH2:9][OH:10].[C:11]1([CH3:21])[CH:16]=[CH:15][C:14]([S:17](Cl)(=[O:19])=[O:18])=[CH:13][CH:12]=1.C(N(CC)CC)C. Product: [CH3:21][C:11]1[CH:16]=[CH:15][C:14]([S:17]([O:10][CH2:9][CH2:8][CH2:7][CH2:6][CH2:5][CH2:4][CH2:3][O:2][CH3:1])(=[O:19])=[O:18])=[CH:13][CH:12]=1. The catalyst class is: 4. (2) Reactant: [F:1][C:2]1[CH:7]=[C:6](F)[CH:5]=[CH:4][C:3]=1[CH2:9][CH2:10][C:11]1[N:16]([CH2:17][C:18](OCC)=[O:19])[C:15]2[N:23]=[CH:24][CH:25]=[CH:26][C:14]=2[C:13](=[O:27])[N:12]=1.[CH3:28][C:29]([N:36]1[CH2:41][CH2:40][CH:39]([NH:42][CH2:43][C:44]2[CH:49]=[CH:48][C:47]([C:50]3[CH:55]=[CH:54][C:53]([C:56]([F:59])([F:58])[F:57])=[CH:52][CH:51]=3)=[CH:46][CH:45]=2)[CH2:38][CH2:37]1)([CH3:35])[C:30]([O:32][CH2:33][CH3:34])=[O:31].CN(C(ON1N=NC2C=CC=NC1=2)=[N+](C)C)C.[F:77][P-](F)(F)(F)(F)F.CCN(C(C)C)C(C)C. Product: [F:1][C:2]1[C:7]([F:77])=[CH:6][CH:5]=[CH:4][C:3]=1[CH2:9][CH2:10][C:11]1[N:16]([CH2:17][C:18]([N:42]([CH2:43][C:44]2[CH:49]=[CH:48][C:47]([C:50]3[CH:51]=[CH:52][C:53]([C:56]([F:58])([F:57])[F:59])=[CH:54][CH:55]=3)=[CH:46][CH:45]=2)[CH:39]2[CH2:38][CH2:37][N:36]([C:29]([CH3:28])([CH3:35])[C:30]([O:32][CH2:33][CH3:34])=[O:31])[CH2:41][CH2:40]2)=[O:19])[C:15]2[N:23]=[CH:24][CH:25]=[CH:26][C:14]=2[C:13](=[O:27])[N:12]=1. The catalyst class is: 3. (3) Reactant: [CH3:1][O:2][CH2:3][C:4]1[CH:5]=[C:6]([N+:10]([O-])=O)[CH:7]=[CH:8][CH:9]=1. Product: [CH3:1][O:2][CH2:3][C:4]1[CH:5]=[C:6]([CH:7]=[CH:8][CH:9]=1)[NH2:10]. The catalyst class is: 183. (4) Reactant: [F:1][C:2]1[CH:7]=[CH:6][C:5]([C:8]2[O:25][C:11]3[CH:12]=[C:13]([NH:20][S:21]([CH3:24])(=[O:23])=[O:22])[C:14]4[O:18][CH:17]([CH3:19])[CH2:16][C:15]=4[C:10]=3[C:9]=2[C:26]([NH:28][CH3:29])=[O:27])=[CH:4][CH:3]=1.[C:30]([O-])([O-])=O.[K+].[K+].CI. Product: [F:1][C:2]1[CH:7]=[CH:6][C:5]([C:8]2[O:25][C:11]3[CH:12]=[C:13]([N:20]([CH3:30])[S:21]([CH3:24])(=[O:22])=[O:23])[C:14]4[O:18][CH:17]([CH3:19])[CH2:16][C:15]=4[C:10]=3[C:9]=2[C:26]([NH:28][CH3:29])=[O:27])=[CH:4][CH:3]=1. The catalyst class is: 18. (5) Reactant: [C:1]([O:7][C:8]1[S:16][C:15]2[CH2:14][CH2:13][N:12]([C@@H:17]([C:22]3[CH:27]=[CH:26][CH:25]=[CH:24][C:23]=3[Cl:28])[C:18]([O:20][CH3:21])=[O:19])[CH2:11][C:10]=2[CH:9]=1)(=[O:6])[C:2]([CH3:5])([CH3:4])[CH3:3].Cl. Product: [ClH:28].[C:1]([O:7][C:8]1[S:16][C:15]2[CH2:14][CH2:13][N:12]([C@@H:17]([C:22]3[CH:27]=[CH:26][CH:25]=[CH:24][C:23]=3[Cl:28])[C:18]([O:20][CH3:21])=[O:19])[CH2:11][C:10]=2[CH:9]=1)(=[O:6])[C:2]([CH3:5])([CH3:4])[CH3:3]. The catalyst class is: 27. (6) Reactant: [Br:1][C:2]1[C:10]2[C:9](Cl)=[N:8][CH:7]=[N:6][C:5]=2[S:4][C:3]=1[C:12]1[CH:17]=[CH:16][C:15]([F:18])=[C:14]([F:19])[CH:13]=1.[OH:20][C@H:21]([CH2:27][C:28]1[CH:33]=[CH:32][CH:31]=[CH:30][C:29]=1[O:34][CH:35]1[CH2:40][CH2:39][CH2:38][CH2:37][O:36]1)[C:22]([O:24][CH2:25][CH3:26])=[O:23].C([O-])([O-])=O.[Cs+].[Cs+]. Product: [Br:1][C:2]1[C:10]2[C:9]([O:20][C@H:21]([CH2:27][C:28]3[CH:33]=[CH:32][CH:31]=[CH:30][C:29]=3[O:34][CH:35]3[CH2:40][CH2:39][CH2:38][CH2:37][O:36]3)[C:22]([O:24][CH2:25][CH3:26])=[O:23])=[N:8][CH:7]=[N:6][C:5]=2[S:4][C:3]=1[C:12]1[CH:17]=[CH:16][C:15]([F:18])=[C:14]([F:19])[CH:13]=1. The catalyst class is: 107.